This data is from Reaction yield outcomes from USPTO patents with 853,638 reactions. The task is: Predict the reaction yield, written as a fraction of the theoretical maximum amount of product (1.0 means a 100% yield; for example, 0.34 means a 34% yield). (1) The catalyst is C1(C)C=CC=CC=1. The reactants are Br[CH2:2][C:3](=[O:8])[CH2:4][CH:5]([CH3:7])[CH3:6].[C:9]1(=[O:19])[NH:13][C:12](=[O:14])[C:11]2=[CH:15][CH:16]=[CH:17][CH:18]=[C:10]12.[K]. The yield is 0.240. The product is [CH3:6][CH:5]([CH3:7])[CH2:4][C:3](=[O:8])[CH2:2][N:13]1[C:9](=[O:19])[C:10]2[C:11](=[CH:15][CH:16]=[CH:17][CH:18]=2)[C:12]1=[O:14]. (2) The reactants are C(OC(=O)[NH:7][C@H:8]1[CH2:11][O:10][C:9]1=[O:12])(C)(C)C.[C:14]1([CH3:24])[CH:19]=[CH:18][C:17]([S:20]([OH:23])(=[O:22])=[O:21])=[CH:16][CH:15]=1.O=P12OP3(OP(OP(O3)(O1)=O)(=O)O2)=O.FC(F)(F)C(O)=O. No catalyst specified. The product is [O:12]=[C:9]1[C@@H:8]([NH3+:7])[CH2:11][O:10]1.[C:14]1([CH3:24])[CH:15]=[CH:16][C:17]([S:20]([O-:23])(=[O:21])=[O:22])=[CH:18][CH:19]=1. The yield is 0.810.